This data is from Human liver microsome stability data. The task is: Regression/Classification. Given a drug SMILES string, predict its absorption, distribution, metabolism, or excretion properties. Task type varies by dataset: regression for continuous measurements (e.g., permeability, clearance, half-life) or binary classification for categorical outcomes (e.g., BBB penetration, CYP inhibition). Dataset: hlm. The molecule is CN(C)C(=O)c1cc2cnc(Nc3ccc(NC(=O)CCCCCCCN=C=S)cc3)nc2n1C1CCCC1. The result is 0 (unstable in human liver microsomes).